This data is from Reaction yield outcomes from USPTO patents with 853,638 reactions. The task is: Predict the reaction yield, written as a fraction of the theoretical maximum amount of product (1.0 means a 100% yield; for example, 0.34 means a 34% yield). (1) The reactants are [NH2:1][CH2:2][CH2:3][S:4][C:5]1[C:10]([C:11](OC)=[O:12])=[CH:9][C:8]([O:15][CH3:16])=[N:7][CH:6]=1.C1COCC1.C[O-].[Na+]. The catalyst is CO. The product is [CH3:16][O:15][C:8]1[N:7]=[CH:6][C:5]2[S:4][CH2:3][CH2:2][NH:1][C:11](=[O:12])[C:10]=2[CH:9]=1. The yield is 0.437. (2) The reactants are C(=O)([O-])[O-].[Na+].[Na+].O.Br[C:9]1[CH:10]=[N:11][C:12]([O:15][CH3:16])=[N:13][CH:14]=1.[F:17][C:18]1[CH:19]=[C:20](B(O)O)[CH:21]=[C:22]([C:24]([O:26][CH3:27])=[O:25])[CH:23]=1. The catalyst is C(O)CC.C([O-])(=O)C.[Pd+2].C([O-])(=O)C.C1(P(C2C=CC=CC=2)C2C=CC=CC=2)C=CC=CC=1. The product is [F:17][C:18]1[CH:23]=[C:22]([CH:21]=[C:20]([C:9]2[CH:10]=[N:11][C:12]([O:15][CH3:16])=[N:13][CH:14]=2)[CH:19]=1)[C:24]([O:26][CH3:27])=[O:25]. The yield is 0.690.